Dataset: HIV replication inhibition screening data with 41,000+ compounds from the AIDS Antiviral Screen. Task: Binary Classification. Given a drug SMILES string, predict its activity (active/inactive) in a high-throughput screening assay against a specified biological target. (1) The molecule is CC(C)Oc1c(C2(c3ccccc3O)SCCCS2)c(=O)c1=O. The result is 0 (inactive). (2) The drug is Cc1cc(N=Nc2ccc(NC(=O)c3ccc(N)cc3)cc2C)ccc1N=Nc1ccc2c(O)c(N=Nc3ccc(S(=O)(=O)O)cc3)c(S(=O)(=O)O)cc2c1. The result is 1 (active).